From a dataset of Catalyst prediction with 721,799 reactions and 888 catalyst types from USPTO. Predict which catalyst facilitates the given reaction. (1) Reactant: Cl.Cl.[S:3]1[C:7]2[CH:8]=[CH:9][CH:10]=[CH:11][C:6]=2[N:5]=[C:4]1[NH:12][C:13]([C:15]1[CH:16]=[CH:17][CH:18]=[C:19]2[C:24]=1[CH2:23][NH:22][CH2:21][CH2:20]2)=[O:14].Cl[C:26]1[S:27][C:28]([CH:32]=[O:33])=[C:29]([Cl:31])[N:30]=1.C([O-])([O-])=O.[Cs+].[Cs+].O. Product: [S:3]1[C:7]2[CH:8]=[CH:9][CH:10]=[CH:11][C:6]=2[N:5]=[C:4]1[NH:12][C:13]([C:15]1[CH:16]=[CH:17][CH:18]=[C:19]2[C:24]=1[CH2:23][N:22]([C:26]1[S:27][C:28]([CH:32]=[O:33])=[C:29]([Cl:31])[N:30]=1)[CH2:21][CH2:20]2)=[O:14]. The catalyst class is: 44. (2) Reactant: CC(OI1(OC(C)=O)(OC(C)=O)OC(=O)C2C=CC=CC1=2)=O.[CH3:23][N:24]1[CH:28]=[C:27]([C:29]2[CH:30]=[C:31]([C:35]3([CH2:50][OH:51])[CH2:40][CH2:39][N:38]([C:41]4[N:49]=[CH:48][N:47]=[C:46]5[C:42]=4[N:43]=[CH:44][NH:45]5)[CH2:37][CH2:36]3)[CH:32]=[CH:33][CH:34]=2)[CH:26]=[N:25]1. Product: [CH3:23][N:24]1[CH:28]=[C:27]([C:29]2[CH:30]=[C:31]([C:35]3([CH:50]=[O:51])[CH2:40][CH2:39][N:38]([C:41]4[N:49]=[CH:48][N:47]=[C:46]5[C:42]=4[N:43]=[CH:44][NH:45]5)[CH2:37][CH2:36]3)[CH:32]=[CH:33][CH:34]=2)[CH:26]=[N:25]1. The catalyst class is: 98. (3) Reactant: CS(O[CH2:6][CH:7]1[O:12][C:11]2[C:13]3[C:18]([C:19](=[O:22])[C:20](=[O:21])[C:10]=2[S:9][CH2:8]1)=[CH:17][CH:16]=[CH:15][CH:14]=3)(=O)=O.[N:23]1([C:29]([O:31][CH2:32][CH3:33])=[O:30])[CH2:28][CH2:27][NH:26][CH2:25][CH2:24]1.C(N(CC)CC)C. Product: [O:21]=[C:20]1[C:10]2[S:9][CH2:8][CH:7]([CH2:6][N:26]3[CH2:25][CH2:24][N:23]([C:29]([O:31][CH2:32][CH3:33])=[O:30])[CH2:28][CH2:27]3)[O:12][C:11]=2[C:13]2[C:18](=[CH:17][CH:16]=[CH:15][CH:14]=2)[C:19]1=[O:22]. The catalyst class is: 16. (4) Reactant: [NH:1]1[C:9]2[C:4](=[CH:5][CH:6]=[CH:7][CH:8]=2)[C:3]([N:10]([C:19]([O:21]CC(Cl)(Cl)Cl)=O)C(OCC(Cl)(Cl)Cl)=O)=[N:2]1.[C:27]1([C:33]2[N:37]=[C:36]([N:38]3[CH2:43][CH2:42][NH:41][CH2:40][CH2:39]3)[S:35][N:34]=2)[CH:32]=[CH:31][CH:30]=[CH:29][CH:28]=1.C(N(C(C)C)CC)(C)C.O. The catalyst class is: 16. Product: [NH:1]1[C:9]2[C:4](=[CH:5][CH:6]=[CH:7][CH:8]=2)[C:3]([NH:10][C:19]([N:41]2[CH2:42][CH2:43][N:38]([C:36]3[S:35][N:34]=[C:33]([C:27]4[CH:32]=[CH:31][CH:30]=[CH:29][CH:28]=4)[N:37]=3)[CH2:39][CH2:40]2)=[O:21])=[N:2]1. (5) Reactant: [C:1]1([C:7]2[CH:12]=[CH:11][N:10]=[CH:9][C:8]=2[N+:13]([O-])=O)[CH2:6][CH2:5][CH2:4][CH2:3][CH:2]=1. Product: [C:1]1([C:7]2[CH:12]=[CH:11][N:10]=[CH:9][C:8]=2[NH2:13])[CH2:6][CH2:5][CH2:4][CH2:3][CH:2]=1. The catalyst class is: 180. (6) Reactant: CC([N:5]([C@@:9]([CH3:33])([C:12]([NH:14][C:15]1[CH:16]=[N:17][C:18]([O:21][C:22]2[C:27]3[C:28]4([CH2:31][O:32][C:26]=3[CH:25]=[CH:24][CH:23]=2)[CH2:30][CH2:29]4)=[CH:19][CH:20]=1)=[O:13])[CH2:10][CH3:11])C(=O)[O-])(C)C.C(O)(C(F)(F)F)=O.C1(C)C=CC=CC=1. Product: [C:28]12([C:27]3[C:22]([O:21][C:18]4[N:17]=[CH:16][C:15]([NH:14][C:12](=[O:13])[C@:9]([CH3:33])([CH2:10][CH3:11])[NH2:5])=[CH:20][CH:19]=4)=[CH:23][CH:24]=[CH:25][C:26]=3[O:32][CH2:31]1)[CH2:29][CH2:30]2. The catalyst class is: 4. (7) Reactant: C[C@@H](N)CO.BrCC(N1CCC2C(=CC=C(C3N=C([C:26]4[CH:27]=[CH:28][C:29]([O:34][CH:35]([CH3:37])[CH3:36])=[C:30]([CH:33]=4)[C:31]#[N:32])ON=3)C=2C)C1)=O.C(=O)([O-])[O-].[K+].[K+]. Product: [CH3:37][CH:35]([O:34][C:29]1[CH:28]=[CH:27][CH:26]=[CH:33][C:30]=1[C:31]#[N:32])[CH3:36]. The catalyst class is: 10.